This data is from Orexin1 receptor HTS with 218,158 compounds and 233 confirmed actives. The task is: Binary Classification. Given a drug SMILES string, predict its activity (active/inactive) in a high-throughput screening assay against a specified biological target. (1) The molecule is S(c1nc2c(cc1)cccc2)CC(=O)NN\C=C1\C=CC(=O)C=C1. The result is 0 (inactive). (2) The drug is OCCNCc1ccc(cc1)c1ccccc1. The result is 0 (inactive). (3) The molecule is O=C(N1CC(Nc2ccc(C(C)C)cc2)CCC1)CN1CCCC1=O. The result is 0 (inactive). (4) The compound is Brc1ccc(NS(=O)(=O)c2cc(C(=O)NCC3(N(C)C)CCCCC3)ccc2)cc1. The result is 0 (inactive). (5) The compound is S(=O)(=O)(N1CCN(CC1)C(c1ccccc1)C(=O)Nc1ccc(F)cc1)c1ccccc1. The result is 0 (inactive). (6) The compound is O1c2c(OC1)ccc(c2)/C=C(\NC(=O)C)C(=O)NCC(O)=O. The result is 0 (inactive). (7) The molecule is Clc1c(Oc2c(c3oc(nn3)c3ccc(Cl)cc3)cccc2)ncc(c1)C(F)(F)F. The result is 0 (inactive). (8) The molecule is O=C(N1CCN(CC1)C(=O)c1occc1)COC(=O)c1cc(O)ccc1. The result is 0 (inactive). (9) The compound is O1C(C(=O)/C(=C(/NCCc2ccccc2)C)C1=O)c1ccccc1. The result is 0 (inactive). (10) The molecule is S(=O)(=O)(N1CCC(=O)Nc2c1cccc2)c1ccc(NC(=O)C)cc1. The result is 0 (inactive).